Dataset: Reaction yield outcomes from USPTO patents with 853,638 reactions. Task: Predict the reaction yield, written as a fraction of the theoretical maximum amount of product (1.0 means a 100% yield; for example, 0.34 means a 34% yield). (1) The reactants are [OH-].[Na+].[N:3]1[CH:8]=[CH:7][CH:6]=[C:5]([C@@H:9]2[CH2:11][C@H:10]2[C:12]([O:14]CC)=[O:13])[CH:4]=1. The catalyst is CO. The product is [N:3]1[CH:8]=[CH:7][CH:6]=[C:5]([C@@H:9]2[CH2:11][C@H:10]2[C:12]([OH:14])=[O:13])[CH:4]=1. The yield is 0.621. (2) The reactants are [Li+].C[Si]([N-][Si](C)(C)C)(C)C.[CH3:11][C:12]1[CH:17]=[CH:16][N:15]=[CH:14][N:13]=1.[CH2:18]([O:20][C:21](=O)[O:22]CC)[CH3:19]. No catalyst specified. The product is [N:15]1[CH:16]=[CH:17][C:12]([CH2:11][C:21]([O:20][CH2:18][CH3:19])=[O:22])=[N:13][CH:14]=1. The yield is 0.780.